This data is from Experimentally validated miRNA-target interactions with 360,000+ pairs, plus equal number of negative samples. The task is: Binary Classification. Given a miRNA mature sequence and a target amino acid sequence, predict their likelihood of interaction. (1) The miRNA is mmu-miR-669f-3p with sequence CAUAUACAUACACACACACGUAU. The protein sequence of the target gene is MNSDQDVALKLAQERAEIVAKYDRGREGAEIEPWEDADYLVYKVTDRFGFLHEEELPYHNAAADRQKQLEIERTSKWLKMLKKWERYKNTEKFHRRIYKGIPLQLRGEVWALLLEIPKMKEETRDLYSKLKHRARGCSPDIRQIDLDVNRTFRDHIMFRDRYGVKQQSLFHVLAAYSIYNTEVGYCQGMSQITALLLMYMNEEDAFWALVKLFSGPKHAMHGFFVQGFPKLLRFQEHHEKILNKFLSKLKQHLDSQEIYTSFYTMKWFFQCFLDRTPFRLNLRIWDIYIFEGERVLTAMS.... Result: 0 (no interaction). (2) The miRNA is hsa-miR-3667-5p with sequence AAAGACCCAUUGAGGAGAAGGU. The protein sequence of the target gene is MRHNQMCCETPPTVTVYVKSGSNRSHQPKKPITLKRPICKDNWQAFEKNTHNNNKSKRPKGPCLVIQRQDMTAFFKLFDDDLIQDFLWMDCCCKIADKYLLAMTFVYFKRAKFTISEHTRINFFIALYLANTVEEDEEETKYEIFPWALGKNWRKLFPNFLKLRDQLWDRIDYRAIVSRRCCEEVMAIAPTHYIWQRERSVHHSGAVRNYNRDEVQLPRGPSATPVDCSLCGKKRRYVRLGLSSSSSLSSHTAGVTEKHSQDSYNSLSMDIIGDPSQAYTGSEVVNDHQSNKGKKTNFLK.... Result: 0 (no interaction). (3) The miRNA is hsa-miR-3117-3p with sequence AUAGGACUCAUAUAGUGCCAG. The protein sequence of the target gene is MAVNPLLTPTGQQTIPLIPSPFGPPTVDRDVLPSTVAPTDPRQFCVPSQFGSSVLPNTNMANVLSSRIYPGWGILPPESIKAVARRNEMIQRHHTARTEMEMYAIYQQRRMEKINPKGLAGLGIPFLYGSSVPAAPAAYHGRSMLPAGDLHFHRSTLRNLQGNPMLAATAPHFEESWGQRCRRLRKNTGNQKALDSDAESSKSQAEEKILGQTHAVPYEEDHYAKDPDIEAPSNQKSSETNEKPTTALANTCGELEPTHRKPWGSHTTTLKAKAWDDGKEEASEQIFATCDEKNGVCPPV.... Result: 0 (no interaction). (4) The miRNA is hsa-miR-4713-3p with sequence UGGGAUCCAGACAGUGGGAGAA. The protein sequence of the target gene is MAPWTLWRCCQRVVGWVPVLFITFVVVWSYYAYVVELCVSTISRTGEKGKTVVYLVAFHLFFVMFVWSYWMTIFTSPASPSKEFYLSNSEKERYEKEFSQERQQDILRRAARDLPIYTTSASKAIRYCEKCQLIKPDRAHHCSACDRCVLKMDHHCPWVNNCVGFTNYKFFMLFLLYSLLYCLFVAATVLEYFIKFWTLCRRKSTENCPKNEPTVLNFPSAKFHVLFLFFVSAMFFVSVLSLFSYHCWLVGKNRTTIESFRAPMFSYGIDGNGFSLGCSKNWRQVFGDEKKYWLVPIFSS.... Result: 0 (no interaction). (5) The miRNA is rno-miR-34a-3p with sequence AAUCAGCAAGUAUACUGCCCUA. The protein sequence of the target gene is MGLLDSEPGSVLNAMSTAFNDTVEFYRWTWTIADKRVADWPLMQSPWPTISISTLYLLFVWLGPKWMKDREPFQMRLVLIIYNFGMVLLNLFIFRELFMGSYNAGYSYICQSVDYSNDVNEVRIAGALWWYFVSKGVEYLDTVFFILRKKNNQVSFLHVYHHCTMFTLWWIGIKWVAGGQAFFGAQMNSFIHVIMYSYYGLTAFGPWIQKYLWWKRYLTMLQLVQFHVTIGHTALSLYTDCPFPKWMHWALIAYAISFIFLFLNFYTRTYNEPKQSKTGKTATNGISSNGVNKSEKALEN.... Result: 0 (no interaction).